Dataset: Full USPTO retrosynthesis dataset with 1.9M reactions from patents (1976-2016). Task: Predict the reactants needed to synthesize the given product. (1) Given the product [O:1]1[C:6]2([CH2:11][CH2:10][N:9]([C:20]([O:22][CH2:23][C:24]3[CH:29]=[CH:28][CH:27]=[CH:26][CH:25]=3)=[O:21])[CH2:8][CH2:7]2)[O:5][CH2:4][CH2:3][CH2:2]1, predict the reactants needed to synthesize it. The reactants are: [O:1]1[C:6]2([CH2:11][CH2:10][NH:9][CH2:8][CH2:7]2)[O:5][CH2:4][CH2:3][CH2:2]1.C(N(CC)CC)C.Cl[C:20]([O:22][CH2:23][C:24]1[CH:29]=[CH:28][CH:27]=[CH:26][CH:25]=1)=[O:21]. (2) Given the product [CH:13]1([CH2:19][CH:3]([C:4]([O:6][CH2:7][CH3:8])=[O:5])[C:2]([O:10][CH2:11][CH3:12])=[O:9])[CH2:18][CH2:17][CH2:16][CH2:15][CH2:14]1, predict the reactants needed to synthesize it. The reactants are: [Na].[C:2]([O:10][CH2:11][CH3:12])(=[O:9])[CH2:3][C:4]([O:6][CH2:7][CH3:8])=[O:5].[CH:13]1([CH2:19]Br)[CH2:18][CH2:17][CH2:16][CH2:15][CH2:14]1. (3) Given the product [OH:9][CH2:8][C:7]([C:5]1[O:4][N:3]=[C:2]([NH:1][C:20](=[O:21])[O:22][C:23]2[CH:28]=[CH:27][CH:26]=[CH:25][CH:24]=2)[CH:6]=1)([CH3:12])[CH2:10][OH:11], predict the reactants needed to synthesize it. The reactants are: [NH2:1][C:2]1[CH:6]=[C:5]([C:7]([CH3:12])([CH2:10][OH:11])[CH2:8][OH:9])[O:4][N:3]=1.C(=O)([O-])[O-].[K+].[K+].Cl[C:20]([O:22][C:23]1[CH:28]=[CH:27][CH:26]=[CH:25][CH:24]=1)=[O:21]. (4) The reactants are: [OH:1][C:2]1[CH:9]=[CH:8][C:5]([CH:6]=[O:7])=[CH:4][CH:3]=1.[C:10]([O:14][C:15](O[C:15]([O:14][C:10]([CH3:13])([CH3:12])[CH3:11])=[O:16])=[O:16])([CH3:13])([CH3:12])[CH3:11].C(=O)([O-])[O-].[K+].[K+]. Given the product [C:10]([O:14][C:15]([O:1][C:2]1[CH:9]=[CH:8][C:5]([CH:6]=[O:7])=[CH:4][CH:3]=1)=[O:16])([CH3:13])([CH3:12])[CH3:11], predict the reactants needed to synthesize it. (5) Given the product [CH2:18]([N:15]1[C:16]2[CH:17]=[C:9]3[N:8]=[C:7]([C:3]4[C:2]([NH:1][C:28](=[O:29])[C:27]5[CH:26]=[C:25]([F:24])[CH:33]=[C:32]([F:34])[CH:31]=5)=[CH:6][NH:5][N:4]=4)[NH:23][C:10]3=[CH:11][C:12]=2[C:13]([CH3:22])([CH3:21])[C:14]1=[O:20])[CH3:19], predict the reactants needed to synthesize it. The reactants are: [NH2:1][C:2]1[C:3]([C:7]2[NH:23][C:10]3=[CH:11][C:12]4[C:13]([CH3:22])([CH3:21])[C:14](=[O:20])[N:15]([CH2:18][CH3:19])[C:16]=4[CH:17]=[C:9]3[N:8]=2)=[N:4][NH:5][CH:6]=1.[F:24][C:25]1[CH:26]=[C:27]([CH:31]=[C:32]([F:34])[CH:33]=1)[C:28](Cl)=[O:29].